From a dataset of Reaction yield outcomes from USPTO patents with 853,638 reactions. Predict the reaction yield, written as a fraction of the theoretical maximum amount of product (1.0 means a 100% yield; for example, 0.34 means a 34% yield). (1) The reactants are Cl[C:2]1[C:3]2[CH:17]=[CH:16][C:15](=[O:18])[N:14]([C:19]3[CH:24]=[CH:23][C:22]([F:25])=[CH:21][C:20]=3[F:26])[C:4]=2[N:5]=[C:6]([NH:8][CH:9]([CH2:12][OH:13])[CH2:10][OH:11])[N:7]=1.OB(O)[C:29]1[CH:30]=[C:31]([CH:35]=[CH:36][CH:37]=1)[C:32]([OH:34])=[O:33].C([O-])([O-])=O.[K+].[K+].O1CCOCC1. The catalyst is C1C=CC([P]([Pd]([P](C2C=CC=CC=2)(C2C=CC=CC=2)C2C=CC=CC=2)([P](C2C=CC=CC=2)(C2C=CC=CC=2)C2C=CC=CC=2)[P](C2C=CC=CC=2)(C2C=CC=CC=2)C2C=CC=CC=2)(C2C=CC=CC=2)C2C=CC=CC=2)=CC=1.C(Cl)Cl.O. The product is [F:26][C:20]1[CH:21]=[C:22]([F:25])[CH:23]=[CH:24][C:19]=1[N:14]1[C:4]2[N:5]=[C:6]([NH:8][CH:9]([CH2:12][OH:13])[CH2:10][OH:11])[N:7]=[C:2]([C:29]3[CH:30]=[C:31]([CH:35]=[CH:36][CH:37]=3)[C:32]([OH:34])=[O:33])[C:3]=2[CH:17]=[CH:16][C:15]1=[O:18]. The yield is 0.800. (2) The reactants are [NH2:1][C:2]1[C:10]([N+:11]([O-])=O)=[CH:9][C:5]([C:6]([NH2:8])=[O:7])=[CH:4][N:3]=1. The catalyst is CO.O. The product is [NH2:11][C:10]1[C:2]([NH2:1])=[N:3][CH:4]=[C:5]([CH:9]=1)[C:6]([NH2:8])=[O:7]. The yield is 0.730. (3) The reactants are [H-].[Na+].[CH3:3]N(C=O)C.[CH:8]([N:11]1[C:15]([C:16]2[N:17]=[C:18]3[C:24]4[CH:25]=[CH:26][C:27]([C:29]5[NH:33][C:32]([CH3:34])=[N:31][CH:30]=5)=[CH:28][C:23]=4[O:22][CH2:21][CH2:20][N:19]3[CH:35]=2)=[N:14][CH:13]=[N:12]1)([CH3:10])[CH3:9].IC. The catalyst is C1COCC1.O. The product is [CH3:3][N:31]1[CH:30]=[C:29]([C:27]2[CH:26]=[CH:25][C:24]3[C:18]4[N:19]([CH:35]=[C:16]([C:15]5[N:11]([CH:8]([CH3:10])[CH3:9])[N:12]=[CH:13][N:14]=5)[N:17]=4)[CH2:20][CH2:21][O:22][C:23]=3[CH:28]=2)[N:33]=[C:32]1[CH3:34]. The yield is 0.520. (4) The catalyst is O1CCOCC1. The product is [CH2:10]([O:12][C:13]([NH:15][C:16]([NH2:7])=[S:17])=[O:14])[CH3:11].[CH3:1][O:2][C:3]1[CH:4]=[CH:5][C:6]([NH2:9])=[N:7][CH:8]=1. The reactants are [CH3:1][O:2][C:3]1[CH:4]=[CH:5][C:6]([NH2:9])=[N:7][CH:8]=1.[CH2:10]([O:12][C:13]([N:15]=[C:16]=[S:17])=[O:14])[CH3:11]. The yield is 1.00. (5) The reactants are Br[C:2]1[CH:7]=[CH:6][C:5]([O:8][C:9]([F:12])([F:11])[F:10])=[CH:4][CH:3]=1.[B:13](OC(C)C)([O:18]C(C)C)[O:14]C(C)C.C([Li])CCC.Cl.[Cl-].[Na+]. The catalyst is C1COCC1.CCCCCCC. The product is [F:10][C:9]([F:12])([F:11])[O:8][C:5]1[CH:6]=[CH:7][C:2]([B:13]([OH:18])[OH:14])=[CH:3][CH:4]=1. The yield is 0.904. (6) The reactants are [NH2:1][N:2]1[C:11](=[O:12])[C:10]2[C:5](=[C:6]([CH3:22])[C:7]([N:14]3[CH2:18][CH:17]([F:19])[CH:16]([CH2:20][NH2:21])[CH2:15]3)=[C:8]([F:13])[CH:9]=2)[N:4]([CH:23]2[CH2:25][CH2:24]2)[C:3]1=[O:26].C(N(CC)CC)C.[C:34](#[N:37])[CH:35]=[CH2:36]. The catalyst is CO. The product is [NH2:1][N:2]1[C:11](=[O:12])[C:10]2[C:5](=[C:6]([CH3:22])[C:7]([N:14]3[CH2:18][CH:17]([F:19])[CH:16]([CH2:20][NH:21][CH2:36][CH2:35][C:34]#[N:37])[CH2:15]3)=[C:8]([F:13])[CH:9]=2)[N:4]([CH:23]2[CH2:24][CH2:25]2)[C:3]1=[O:26]. The yield is 0.540. (7) The reactants are [CH:1]1([N:6]2[C:11]3=[N:12][C:13]([NH:16][C:17]4[CH:22]=[CH:21][C:20]([O:23][CH2:24][CH2:25][N:26]([CH2:29][CH3:30])[CH2:27][CH3:28])=[C:19]([CH3:31])[CH:18]=4)=[N:14][CH:15]=[C:10]3[CH2:9][NH:8][C:7]2=[O:32])[CH2:5][CH2:4][CH2:3][CH2:2]1.CC(C)([O-])C.[K+]. The catalyst is CS(C)=O.COC(C)(C)C.CCCCCC. The product is [CH:1]1([N:6]2[C:11]3=[N:12][C:13]([NH:16][C:17]4[CH:22]=[CH:21][C:20]([O:23][CH2:24][CH2:25][N:26]([CH2:29][CH3:30])[CH2:27][CH3:28])=[C:19]([CH3:31])[CH:18]=4)=[N:14][CH:15]=[C:10]3[CH:9]=[N:8][C:7]2=[O:32])[CH2:2][CH2:3][CH2:4][CH2:5]1. The yield is 0.240. (8) The reactants are [S:1]1[CH:5]=[CH:4][CH:3]=[C:2]1[C:6]1[C:7](=[O:13])[NH:8][C:9](=[O:12])[NH:10][CH:11]=1.Br[CH2:15][CH2:16][CH2:17][CH2:18][Cl:19].C(=O)([O-])[O-].[K+].[K+].Cl. The catalyst is CN(C=O)C.C(OCC)(=O)C.O. The product is [Cl:19][CH2:18][CH2:17][CH2:16][CH2:15][N:10]1[CH:11]=[C:6]([C:2]2[S:1][CH:5]=[CH:4][CH:3]=2)[C:7](=[O:13])[NH:8][C:9]1=[O:12]. The yield is 0.220. (9) The reactants are [Br:1][C:2]1[N:7]2[CH:8]=[N:9][N:10]=[C:6]2[C:5](=[O:11])[NH:4][CH:3]=1.[H-].[Na+].[CH3:14]I.O. The catalyst is CN(C=O)C.C(Cl)Cl.CC(O)C. The product is [Br:1][C:2]1[N:7]2[CH:8]=[N:9][N:10]=[C:6]2[C:5](=[O:11])[N:4]([CH3:14])[CH:3]=1. The yield is 0.470. (10) The reactants are Br[CH:2]1[CH:10]([F:11])[C:9]([C:12]([NH2:14])=[O:13])=[C:8]2[C:4]([C:5]([CH:15]3[CH2:20][CH2:19][S:18](=[O:22])(=[O:21])[CH2:17][CH2:16]3)=[CH:6][NH:7]2)=[CH:3]1.[C:23]1(B(O)O)[CH:28]=[CH:27][CH:26]=[CH:25][CH:24]=1.C([O-])([O-])=O.[K+].[K+]. The catalyst is O1CCOCC1.O.C1C=CC(P(C2C=CC=CC=2)[C-]2C=CC=C2)=CC=1.C1C=CC(P(C2C=CC=CC=2)[C-]2C=CC=C2)=CC=1.Cl[Pd]Cl.[Fe+2]. The product is [O:21]=[S:18]1(=[O:22])[CH2:19][CH2:20][CH:15]([C:5]2[C:4]3[C:8](=[C:9]([C:12]([NH2:14])=[O:13])[C:10]([F:11])=[C:2]([C:23]4[CH:28]=[CH:27][CH:26]=[CH:25][CH:24]=4)[CH:3]=3)[NH:7][CH:6]=2)[CH2:16][CH2:17]1. The yield is 0.430.